Dataset: Peptide-MHC class II binding affinity with 134,281 pairs from IEDB. Task: Regression. Given a peptide amino acid sequence and an MHC pseudo amino acid sequence, predict their binding affinity value. This is MHC class II binding data. (1) The peptide sequence is FTVQKGSDPKKLVLN. The MHC is DRB5_0101 with pseudo-sequence DRB5_0101. The binding affinity (normalized) is 0.789. (2) The peptide sequence is CGIYLFNWAVKTKLKLTPLP. The MHC is DRB1_1101 with pseudo-sequence DRB1_1101. The binding affinity (normalized) is 0.552. (3) The peptide sequence is YHLLCLERDLQRLIG. The MHC is DRB1_1302 with pseudo-sequence DRB1_1302. The binding affinity (normalized) is 0. (4) The peptide sequence is SEAINKSAFQSCISS. The MHC is DRB1_0101 with pseudo-sequence DRB1_0101. The binding affinity (normalized) is 0.149. (5) The peptide sequence is LLNAKFFHMNIYECK. The MHC is DRB1_0301 with pseudo-sequence DRB1_0301. The binding affinity (normalized) is 0. (6) The peptide sequence is FLHATDLLPAC. The MHC is HLA-DPA10201-DPB10501 with pseudo-sequence HLA-DPA10201-DPB10501. The binding affinity (normalized) is 0.0311. (7) The peptide sequence is NANPDCKTILKALGPAA. The MHC is DRB1_0301 with pseudo-sequence DRB1_0301. The binding affinity (normalized) is 0.179.